From a dataset of Full USPTO retrosynthesis dataset with 1.9M reactions from patents (1976-2016). Predict the reactants needed to synthesize the given product. Given the product [Br:1][C:2]1[CH:7]=[CH:6][C:5]([CH2:8][CH2:9][O:10][C:13]2[C:12]([Cl:11])=[CH:17][C:16]([CH3:18])=[CH:15][C:14]=2[Cl:19])=[CH:4][CH:3]=1, predict the reactants needed to synthesize it. The reactants are: [Br:1][C:2]1[CH:7]=[CH:6][C:5]([CH2:8][CH2:9][OH:10])=[CH:4][CH:3]=1.[Cl:11][C:12]1[CH:17]=[C:16]([CH3:18])[CH:15]=[C:14]([Cl:19])[C:13]=1O.N(C(N1CCCCC1)=O)=NC(N1CCCCC1)=O.C(P(CCCC)CCCC)CCC.